Dataset: Forward reaction prediction with 1.9M reactions from USPTO patents (1976-2016). Task: Predict the product of the given reaction. Given the reactants [SH:1][C:2]1[C:3]([C:8]2[CH:15]=[CH:14][C:11]([C:12]#[N:13])=[CH:10][CH:9]=2)=[N:4][CH:5]=[CH:6][CH:7]=1.Br[C:17]([CH3:24])([CH3:23])[C:18]([O:20][CH2:21][CH3:22])=[O:19].C([O-])([O-])=O.[K+].[K+], predict the reaction product. The product is: [C:12]([C:11]1[CH:14]=[CH:15][C:8]([C:3]2[C:2]([S:1][C:17]([CH3:24])([CH3:23])[C:18]([O:20][CH2:21][CH3:22])=[O:19])=[CH:7][CH:6]=[CH:5][N:4]=2)=[CH:9][CH:10]=1)#[N:13].